From a dataset of Forward reaction prediction with 1.9M reactions from USPTO patents (1976-2016). Predict the product of the given reaction. Given the reactants [Cl:1][C:2]1[CH:3]=[CH:4][C:5]2[N:6]([CH:8]=[C:9]([C:11]([OH:13])=O)[N:10]=2)[N:7]=1.C(Cl)[Cl:15].C(Cl)(=O)C(Cl)=O.CN(C=O)C, predict the reaction product. The product is: [Cl:1][C:2]1[CH:3]=[CH:4][C:5]2[N:6]([CH:8]=[C:9]([C:11]([Cl:15])=[O:13])[N:10]=2)[N:7]=1.